This data is from Forward reaction prediction with 1.9M reactions from USPTO patents (1976-2016). The task is: Predict the product of the given reaction. (1) The product is: [Br:1][C:2]1[CH:3]=[C:4]([NH2:10])[C:5]([NH2:6])=[CH:7][C:8]=1[F:9]. Given the reactants [Br:1][C:2]1[C:8]([F:9])=[CH:7][C:5]([NH2:6])=[C:4]([N+:10]([O-])=O)[CH:3]=1.[Cl-].[NH4+], predict the reaction product. (2) Given the reactants CC1(C)C(C)(C)OB([C:9]2[CH:10]=[CH:11][C:12]([NH2:15])=[N:13][CH:14]=2)O1.I[C:18]1[CH:23]=[CH:22][CH:21]=[CH:20][N:19]=1.[O-]P([O-])([O-])=O.[K+].[K+].[K+].O1CCOCC1, predict the reaction product. The product is: [N:19]1[CH:20]=[CH:21][CH:22]=[CH:23][C:18]=1[C:9]1[CH:14]=[N:13][C:12]([NH2:15])=[CH:11][CH:10]=1. (3) Given the reactants C(N1CC[C:15]2[C:14]([N:18]3[CH2:23][CH2:22][O:21][CH2:20][CH2:19]3)=[N:13][C:12]([C:24]3[CH:30]=[CH:29][C:27]([NH2:28])=[CH:26][CH:25]=3)=[N:11][C:10]=2C1)C1C=CC=CC=1.Cl[C:32]1[NH:37][C:36](=[O:38])[N:35]([CH3:39])[C:34](=[O:40])[CH:33]=1.O1[CH2:46][CH2:45]OCC1, predict the reaction product. The product is: [CH2:12]([N:11]1[CH2:46][CH2:45][C:10]2[N:11]=[C:12]([C:24]3[CH:30]=[CH:29][C:27]([NH:28][C:32]4[NH:37][C:36](=[O:38])[N:35]([CH3:39])[C:34](=[O:40])[CH:33]=4)=[CH:26][CH:25]=3)[N:13]=[C:14]([N:18]3[CH2:19][CH2:20][O:21][CH2:22][CH2:23]3)[C:15]=2[CH2:10]1)[C:24]1[CH:30]=[CH:29][CH:27]=[CH:26][CH:25]=1.